This data is from Reaction yield outcomes from USPTO patents with 853,638 reactions. The task is: Predict the reaction yield, written as a fraction of the theoretical maximum amount of product (1.0 means a 100% yield; for example, 0.34 means a 34% yield). (1) The reactants are [CH:1]([O:4][C:5]1[CH:6]=[C:7]([CH:9]=[CH:10][CH:11]=1)[NH2:8])([CH3:3])[CH3:2].[C:12](O[C:12]([O:14][C:15]([CH3:18])([CH3:17])[CH3:16])=[O:13])([O:14][C:15]([CH3:18])([CH3:17])[CH3:16])=[O:13]. The catalyst is C1COCC1. The product is [C:15]([O:14][C:12]([NH:8][C:7]1[CH:9]=[CH:10][CH:11]=[C:5]([O:4][CH:1]([CH3:3])[CH3:2])[CH:6]=1)=[O:13])([CH3:18])([CH3:17])[CH3:16]. The yield is 0.920. (2) The reactants are [CH3:1][N:2]1[C:6]([CH3:8])([CH3:7])[CH2:5][C:4]([C:19]2[N:24]=[CH:23][C:22]([C:25]#[C:26][C:27]3[CH:32]=[CH:31][CH:30]=[CH:29][CH:28]=3)=[CH:21][N:20]=2)(C(OCC2C=CC=CC=2)=O)[C:3]1=[O:33].[OH-].[Na+].Cl. The catalyst is C(O)C. The product is [CH3:1][N:2]1[C:6]([CH3:8])([CH3:7])[CH2:5][CH:4]([C:19]2[N:20]=[CH:21][C:22]([C:25]#[C:26][C:27]3[CH:32]=[CH:31][CH:30]=[CH:29][CH:28]=3)=[CH:23][N:24]=2)[C:3]1=[O:33]. The yield is 0.660.